This data is from Catalyst prediction with 721,799 reactions and 888 catalyst types from USPTO. The task is: Predict which catalyst facilitates the given reaction. (1) Reactant: ClC1C=C(CN2CC(O)C2)C=CN=1.N[C:15]1[CH:16]=[C:17]2[C:22](=[C:23](NC(C)(C)C)[N:24]=1)[C:21](=[O:30])[N:20]([CH2:31][CH2:32][OH:33])[CH:19]=[CH:18]2.C1C=CC(P(C2C(C3C(P(C4C=CC=CC=4)C4C=CC=CC=4)=CC=C4C=3C=CC=C4)=C3C(C=CC=C3)=CC=2)C2C=CC=CC=2)=CC=1.CC([O-])(C)C.[Na+]. Product: [OH:33][CH2:32][CH2:31][N:20]1[CH:19]=[CH:18][C:17]2[C:22](=[CH:23][N:24]=[CH:15][CH:16]=2)[C:21]1=[O:30]. The catalyst class is: 443. (2) Reactant: Br.[Cl:2][C:3]1[CH:4]=[CH:5][C:6]2[N:7]([CH:9]=[C:10]([C:12]3[C:13](=[O:23])[O:14][C:15]4[C:20]([CH:21]=3)=[CH:19][CH:18]=[C:17](F)[CH:16]=4)[N:11]=2)[N:8]=1.[CH3:24][N:25]1[CH2:30][CH2:29][NH:28][CH2:27][CH2:26]1. Product: [Cl:2][C:3]1[CH:4]=[CH:5][C:6]2[N:7]([CH:9]=[C:10]([C:12]3[C:13](=[O:23])[O:14][C:15]4[C:20]([CH:21]=3)=[CH:19][CH:18]=[C:17]([N:28]3[CH2:29][CH2:30][N:25]([CH3:24])[CH2:26][CH2:27]3)[CH:16]=4)[N:11]=2)[N:8]=1. The catalyst class is: 58. (3) Reactant: ClC(Cl)(Cl)[C:3]([C:5]1[N:14]2[C:8]([CH2:9][N:10]([C:19]([C:21]3[CH:26]=[CH:25][C:24]([C:27]4[CH:32]=[CH:31][CH:30]=[CH:29][C:28]=4[O:33][CH3:34])=[CH:23][CH:22]=3)=[O:20])[C:11]3[CH:18]=[CH:17][CH:16]=[CH:15][C:12]=3[CH2:13]2)=[CH:7][CH:6]=1)=[O:4].[NH2:37][CH2:38][CH:39]([N:46]([CH3:48])[CH3:47])[C:40]1[CH:45]=[CH:44][CH:43]=[CH:42][CH:41]=1.CS(C)=O.C(N(CC)CC)C. Product: [CH3:47][N:46]([CH3:48])[CH:39]([C:40]1[CH:45]=[CH:44][CH:43]=[CH:42][CH:41]=1)[CH2:38][NH:37][C:3]([C:5]1[N:14]2[C:8]([CH2:9][N:10]([C:19]([C:21]3[CH:26]=[CH:25][C:24]([C:27]4[CH:32]=[CH:31][CH:30]=[CH:29][C:28]=4[O:33][CH3:34])=[CH:23][CH:22]=3)=[O:20])[C:11]3[CH:18]=[CH:17][CH:16]=[CH:15][C:12]=3[CH2:13]2)=[CH:7][CH:6]=1)=[O:4]. The catalyst class is: 10. (4) Reactant: [CH2:1]([O:3][C:4]([C:6]1[C:7](=[O:29])[C:8]2[CH:13]=[N:12][C:11](S(C)(=O)=O)=[N:10][C:9]=2[N:18]([C:20]2[CH:21]=[C:22]3[C:26](=[CH:27][CH:28]=2)[CH2:25][CH2:24][CH2:23]3)[CH:19]=1)=[O:5])[CH3:2].[CH3:30][N:31]([CH2:33][C:34]1[CH:39]=[CH:38][C:37]([NH2:40])=[CH:36][CH:35]=1)[CH3:32]. Product: [CH2:1]([O:3][C:4]([C:6]1[C:7](=[O:29])[C:8]2[CH:13]=[N:12][C:11]([NH:40][C:37]3[CH:36]=[CH:35][C:34]([CH2:33][N:31]([CH3:32])[CH3:30])=[CH:39][CH:38]=3)=[N:10][C:9]=2[N:18]([C:20]2[CH:21]=[C:22]3[C:26](=[CH:27][CH:28]=2)[CH2:25][CH2:24][CH2:23]3)[CH:19]=1)=[O:5])[CH3:2]. The catalyst class is: 41. (5) Reactant: [NH2:1][C:2]([NH2:4])=[S:3].[Br:5][CH2:6][C:7](=O)[C:8]([O:10][CH2:11][CH3:12])=[O:9]. Product: [BrH:5].[CH2:11]([O:10][C:8]([C:7]1[N:1]=[C:2]([NH2:4])[S:3][CH:6]=1)=[O:9])[CH3:12]. The catalyst class is: 21. (6) Reactant: [Cl:1][C:2]1[S:6][C:5]([S:7]([NH2:10])(=[O:9])=[O:8])=[CH:4][C:3]=1[N+:11]([O-])=O. Product: [NH2:11][C:3]1[CH:4]=[C:5]([S:7]([NH2:10])(=[O:8])=[O:9])[S:6][C:2]=1[Cl:1]. The catalyst class is: 5. (7) The catalyst class is: 134. Product: [NH2:5][C:4]1[CH:3]=[C:2]([F:1])[C:8]([CH:22]=[O:23])=[C:7]([F:9])[CH:6]=1. Reactant: [F:1][C:2]1[CH:3]=[C:4]([CH:6]=[C:7]([F:9])[CH:8]=1)[NH2:5].C[Si](Cl)(C)C.C([Li])CCC.CN(C)[CH:22]=[O:23].Cl. (8) Reactant: Br[C:2]1[N:7]=[C:6]2[C:8]([C:19]([O:21][CH3:22])=[O:20])=[CH:9][N:10]([CH2:11][O:12][C:13](=[O:18])[C:14]([CH3:17])([CH3:16])[CH3:15])[C:5]2=[N:4][CH:3]=1.[CH3:23][N:24]1[C:32]2[C:27](=[CH:28][C:29]([C:33]([F:36])([F:35])[F:34])=[CH:30][CH:31]=2)[C:26]([Sn](CCCC)(CCCC)CCCC)=[N:25]1. Product: [CH3:23][N:24]1[C:32]2[C:27](=[CH:28][C:29]([C:33]([F:34])([F:35])[F:36])=[CH:30][CH:31]=2)[C:26]([C:2]2[N:7]=[C:6]3[C:8]([C:19]([O:21][CH3:22])=[O:20])=[CH:9][N:10]([CH2:11][O:12][C:13](=[O:18])[C:14]([CH3:17])([CH3:16])[CH3:15])[C:5]3=[N:4][CH:3]=2)=[N:25]1. The catalyst class is: 555. (9) Reactant: [CH3:1][C:2]1[CH:3]=[C:4]([CH:11]=[CH:12][CH:13]=1)[CH2:5][C@@H:6]([C:8]([OH:10])=[O:9])[NH2:7].C([O-])([O-])=O.[Na+].[Na+].[C:20]1([CH:26]([C:30]2[CH:35]=[CH:34][CH:33]=[CH:32][CH:31]=2)[C:27](Cl)=[O:28])[CH:25]=[CH:24][CH:23]=[CH:22][CH:21]=1. Product: [CH3:1][C:2]1[CH:3]=[C:4]([CH:11]=[CH:12][CH:13]=1)[CH2:5][C@@H:6]([C:8]([OH:10])=[O:9])[NH:7][C:27](=[O:28])[CH:26]([C:20]1[CH:25]=[CH:24][CH:23]=[CH:22][CH:21]=1)[C:30]1[CH:35]=[CH:34][CH:33]=[CH:32][CH:31]=1. The catalyst class is: 90.